Dataset: Full USPTO retrosynthesis dataset with 1.9M reactions from patents (1976-2016). Task: Predict the reactants needed to synthesize the given product. Given the product [CH:1]1([N:5]2[CH2:10][CH2:9][CH:8]([O:11][C:12]3[CH:13]=[CH:14][C:15]([NH2:18])=[CH:16][CH:17]=3)[CH2:7][CH2:6]2)[CH2:4][CH2:3][CH2:2]1, predict the reactants needed to synthesize it. The reactants are: [CH:1]1([N:5]2[CH2:10][CH2:9][CH:8]([O:11][C:12]3[CH:17]=[CH:16][C:15]([N+:18]([O-])=O)=[CH:14][CH:13]=3)[CH2:7][CH2:6]2)[CH2:4][CH2:3][CH2:2]1.